Dataset: Reaction yield outcomes from USPTO patents with 853,638 reactions. Task: Predict the reaction yield, written as a fraction of the theoretical maximum amount of product (1.0 means a 100% yield; for example, 0.34 means a 34% yield). (1) The reactants are [CH3:1][O:2][C:3]1[CH:4]=[C:5]([P:12](=[O:15])([CH3:14])[CH3:13])[CH:6]=[CH:7][C:8]=1[N+:9]([O-])=O. The catalyst is CCO.[Pd]. The product is [CH3:14][P:12]([C:5]1[CH:6]=[CH:7][C:8]([NH2:9])=[C:3]([O:2][CH3:1])[CH:4]=1)([CH3:13])=[O:15]. The yield is 0.860. (2) The product is [I:22][C:19]1[CH:20]=[CH:21][C:16]([O:1][CH:2]2[CH2:3][N:4]([C:6]([O:8][C:9]([CH3:12])([CH3:11])[CH3:10])=[O:7])[CH2:5]2)=[CH:17][CH:18]=1. The reactants are [OH:1][CH:2]1[CH2:5][N:4]([C:6]([O:8][C:9]([CH3:12])([CH3:11])[CH3:10])=[O:7])[CH2:3]1.[H-].[Na+].F[C:16]1[CH:21]=[CH:20][C:19]([I:22])=[CH:18][CH:17]=1. The catalyst is CN(C=O)C. The yield is 0.680. (3) The reactants are Cl[C:2]1[C:11]2[C:6](=[CH:7][CH:8]=[C:9]([N+:12]([O-:14])=[O:13])[CH:10]=2)[N:5]=[CH:4][C:3]=1[C:15]#[N:16].[CH:17]1([NH2:24])[CH2:23][CH2:22][CH2:21][CH2:20][CH2:19][CH2:18]1. The catalyst is CCO. The product is [CH:17]1([NH:24][C:2]2[C:11]3[C:6](=[CH:7][CH:8]=[C:9]([N+:12]([O-:14])=[O:13])[CH:10]=3)[N:5]=[CH:4][C:3]=2[C:15]#[N:16])[CH2:23][CH2:22][CH2:21][CH2:20][CH2:19][CH2:18]1. The yield is 0.700. (4) The reactants are C([O:3][C:4](=[O:30])[CH2:5][CH2:6][CH2:7][N:8]([CH2:10][CH2:11][CH2:12][O:13][C:14]1[CH:19]=[CH:18][C:17]([N:20]2[C:28]([Cl:29])=[C:27]3[C:22]([CH:23]=[CH:24][CH:25]=[CH:26]3)=[N:21]2)=[CH:16][CH:15]=1)[CH3:9])C.[OH-].[Na+]. No catalyst specified. The product is [ClH:29].[Cl:29][C:28]1[N:20]([C:17]2[CH:16]=[CH:15][C:14]([O:13][CH2:12][CH2:11][CH2:10][N:8]([CH3:9])[CH2:7][CH2:6][CH2:5][C:4]([OH:30])=[O:3])=[CH:19][CH:18]=2)[N:21]=[C:22]2[C:27]=1[CH:26]=[CH:25][CH:24]=[CH:23]2. The yield is 0.300. (5) The reactants are C(OC([N:8]1[CH2:12][CH2:11][C:10]2([CH2:17][CH2:16][N:15]([CH2:18][C:19]3[N:29]([CH2:30][CH2:31][CH:32]4[CH2:37][CH2:36][CH2:35][CH2:34][CH2:33]4)[C:22]4[N:23]=[C:24]([C:27]#[N:28])[N:25]=[CH:26][C:21]=4[CH:20]=3)[CH2:14][CH2:13]2)[CH2:9]1)=O)(C)(C)C.[F:38][C:39]([F:44])([F:43])[C:40]([OH:42])=[O:41]. The catalyst is ClCCl. The product is [F:38][C:39]([F:44])([F:43])[C:40]([OH:42])=[O:41].[CH:32]1([CH2:31][CH2:30][N:29]2[C:22]3[N:23]=[C:24]([C:27]#[N:28])[N:25]=[CH:26][C:21]=3[CH:20]=[C:19]2[CH2:18][N:15]2[CH2:14][CH2:13][C:10]3([CH2:9][NH:8][CH2:12][CH2:11]3)[CH2:17][CH2:16]2)[CH2:33][CH2:34][CH2:35][CH2:36][CH2:37]1. The yield is 1.00.